Dataset: Reaction yield outcomes from USPTO patents with 853,638 reactions. Task: Predict the reaction yield, written as a fraction of the theoretical maximum amount of product (1.0 means a 100% yield; for example, 0.34 means a 34% yield). (1) The reactants are [N:1]1[CH:5]=[CH:4][N:3]2[CH2:6][CH2:7][CH:8]([OH:9])[C:2]=12. The product is [N:1]1[CH:5]=[CH:4][N:3]2[CH2:6][CH2:7][C:8](=[O:9])[C:2]=12. The catalyst is C(Cl)Cl.O=[Mn]=O. The yield is 0.580. (2) The reactants are [Br:1][C:2]1[CH:7]=[CH:6][C:5]([C:8]2[CH:13]=[CH:12][C:11]([C:14]([CH3:21])([CH3:20])[C:15](OCC)=[O:16])=[CH:10][CH:9]=2)=[CH:4][CH:3]=1.[H-].[Al+3].[Li+].[H-].[H-].[H-].O. The product is [Br:1][C:2]1[CH:3]=[CH:4][C:5]([C:8]2[CH:13]=[CH:12][C:11]([C:14]([CH3:21])([CH3:20])[CH2:15][OH:16])=[CH:10][CH:9]=2)=[CH:6][CH:7]=1. The catalyst is O1CCCC1. The yield is 0.920. (3) The reactants are [N:1]1[C:2]([C:10]([OH:12])=O)=[CH:3][N:4]2[CH:9]=[CH:8][CH:7]=[CH:6][C:5]=12.CCN(C(C)C)C(C)C.CN(C(ON1N=NC2C=CC=NC1=2)=[N+](C)C)C.F[P-](F)(F)(F)(F)F.[NH2:46][CH:47]1[CH2:52][CH2:51][CH:50]([N:53]2[C:58](=[O:59])[C:57]3[CH:60]=[C:61]([CH3:64])[CH:62]=[N:63][C:56]=3[N:55]([CH:65]3[CH2:70][CH2:69][S:68][CH2:67][CH2:66]3)[C:54]2=[O:71])[CH2:49][CH2:48]1. The catalyst is CN(C=O)C. The product is [CH3:64][C:61]1[CH:62]=[N:63][C:56]2[N:55]([CH:65]3[CH2:70][CH2:69][S:68][CH2:67][CH2:66]3)[C:54](=[O:71])[N:53]([C@@H:50]3[CH2:49][CH2:48][C@H:47]([NH:46][C:10]([C:2]4[N:1]=[C:5]5[CH:6]=[CH:7][CH:8]=[CH:9][N:4]5[CH:3]=4)=[O:12])[CH2:52][CH2:51]3)[C:58](=[O:59])[C:57]=2[CH:60]=1. The yield is 0.530. (4) The reactants are [C:1]([NH:4][C:5]1[CH:10]=[C:9]([C:11]2[CH:16]=[CH:15][C:14]([Cl:17])=[C:13]([O:18][CH3:19])[C:12]=2[F:20])[N:8]=[C:7]([C:21]([O:23][CH3:24])=[O:22])[C:6]=1[OH:25])(=[O:3])[CH3:2].[C:26]1(P(C2C=CC=CC=2)C2C=CC=CC=2)C=CC=CC=1.N(C(OCC)=O)=NC(OCC)=O.CO. The catalyst is C1COCC1.CCOC(C)=O.C1CCCCC1. The product is [C:1]([NH:4][C:5]1[CH:10]=[C:9]([C:11]2[CH:16]=[CH:15][C:14]([Cl:17])=[C:13]([O:18][CH3:19])[C:12]=2[F:20])[N:8]=[C:7]([C:21]([O:23][CH3:24])=[O:22])[C:6]=1[O:25][CH3:26])(=[O:3])[CH3:2]. The yield is 0.430. (5) The reactants are [Cl:1][C:2]1[CH:3]=[C:4]([CH:7]=[CH:8][C:9]=1[NH2:10])[CH2:5][NH2:6].[I:11]Cl. The catalyst is CO. The product is [Cl:1][C:2]1[CH:3]=[C:4]([CH:7]=[C:8]([I:11])[C:9]=1[NH2:10])[CH2:5][NH2:6]. The yield is 0.420. (6) The reactants are [C:1]([C:3]1[C:11]2[C:6](=[CH:7][C:8]([C:12]([O:14]C)=[O:13])=[CH:9][CH:10]=2)[N:5]([CH2:16][CH3:17])[CH:4]=1)#[N:2].N1C2C(=CC=C(C(OC)=O)C=2)C=C1.[OH-].[Na+]. The catalyst is C1COCC1. The product is [C:1]([C:3]1[C:11]2[C:6](=[CH:7][C:8]([C:12]([OH:14])=[O:13])=[CH:9][CH:10]=2)[N:5]([CH2:16][CH3:17])[CH:4]=1)#[N:2]. The yield is 0.950. (7) The yield is 0.670. The catalyst is C1COCC1. The product is [I:1][C:2]1[C:3]([CH3:31])=[C:4]([CH:28]=[CH:29][CH:30]=1)[CH2:5][N:6]1[C:32](=[O:33])[NH:13][C:12]2[C:7]1=[N:8][C:9]([NH:14][CH2:15][C@@H:16]1[CH2:20][CH2:19][N:18]([C:21]([O:23][C:24]([CH3:25])([CH3:26])[CH3:27])=[O:22])[CH2:17]1)=[N:10][CH:11]=2. The reactants are [I:1][C:2]1[C:3]([CH3:31])=[C:4]([CH:28]=[CH:29][CH:30]=1)[CH2:5][NH:6][C:7]1[C:12]([NH2:13])=[CH:11][N:10]=[C:9]([NH:14][CH2:15][C@@H:16]2[CH2:20][CH2:19][N:18]([C:21]([O:23][C:24]([CH3:27])([CH3:26])[CH3:25])=[O:22])[CH2:17]2)[N:8]=1.[C:32](N1C=CN=C1)(N1C=CN=C1)=[O:33].